This data is from Cav3 T-type calcium channel HTS with 100,875 compounds. The task is: Binary Classification. Given a drug SMILES string, predict its activity (active/inactive) in a high-throughput screening assay against a specified biological target. (1) The result is 0 (inactive). The drug is S=c1n(\N=C\C=C/c2c([N+]([O-])=O)cccc2)c(n[nH]1)c1ccc(cc1)C. (2) The compound is s1c2nc(SCc3cc(OC)ccc3)n(c(=O)c2c(c1C)C)Cc1occc1. The result is 0 (inactive). (3) The molecule is s1c2CCCc2cc1C(Oc1cc2OCOc2cc1)=O. The result is 0 (inactive). (4) The compound is s1c2CCCCc2c(c1NC(=O)C(Sc1nc2n(c3c(c2nn1)cccc3)CC)CC)C#N. The result is 0 (inactive). (5) The molecule is O=C1N(CC(C1)c1n(c2c(n1)cccc2)CC)c1cc(c(cc1)C)C. The result is 0 (inactive). (6) The compound is Clc1c(CSc2nc(Cl)c(OC)cn2)c(Cl)ccc1. The result is 0 (inactive). (7) The molecule is Fc1ccc(n2c3c(n(CCC)c(c3)C(OC)=O)cc2)cc1. The result is 0 (inactive).